From a dataset of Full USPTO retrosynthesis dataset with 1.9M reactions from patents (1976-2016). Predict the reactants needed to synthesize the given product. (1) Given the product [CH2:1]([C:3]1[NH:13][C:6]2=[N:7][C:8]([CH3:12])=[CH:9][C:10]([CH3:11])=[C:5]2[N:4]=1)[CH3:2], predict the reactants needed to synthesize it. The reactants are: [CH2:1]([C:3]1[N:13](CC2C=CC3/C(=C(\C)/C#N)/C4C=CC=CC=4CCC=3C=2)[C:6]2=[N:7][C:8]([CH3:12])=[CH:9][C:10]([CH3:11])=[C:5]2[N:4]=1)[CH3:2].OCC1C=CC2/C(=C(\C)/C#N)/C3C=CC=CC=3CCC=2C=1. (2) Given the product [I:18][CH2:19][CH2:20][CH2:21][C:12]([CH3:17])([CH3:11])[C:13]([O:15][CH3:16])=[O:14], predict the reactants needed to synthesize it. The reactants are: C(NC(C)C)(C)C.C(=O)=O.[CH3:11][CH:12]([CH3:17])[C:13]([O:15][CH3:16])=[O:14].[I:18][CH2:19][CH2:20][CH2:21]I.Cl. (3) Given the product [ClH:68].[NH2:24][CH2:25][C:26]1[CH:31]=[CH:30][C:29]([CH2:32][O:12][C:6]2[CH:5]=[CH:4][C:3]([C:13](=[O:17])[CH:14]([CH3:15])[CH3:16])=[C:2]([OH:1])[C:7]=2[C:8]([F:9])([F:10])[F:11])=[CH:28][CH:27]=1, predict the reactants needed to synthesize it. The reactants are: [OH:1][C:2]1[C:7]([C:8]([F:11])([F:10])[F:9])=[C:6]([OH:12])[CH:5]=[CH:4][C:3]=1[C:13](=[O:17])[CH:14]([CH3:16])[CH3:15].C(OC(=O)[NH:24][CH2:25][C:26]1[CH:31]=[CH:30][C:29]([CH2:32]O)=[CH:28][CH:27]=1)(C)(C)C.C1(P(C2C=CC=CC=2)C2C=CC=CC=2)C=CC=CC=1.N(C(OC(C)C)=O)=NC(OC(C)C)=O.[ClH:68].O1CCOCC1. (4) Given the product [Cl:9][C:4]1[CH:3]=[C:2]([C:20]2([OH:23])[CH2:21][CH2:22][N:18]([C:11]([O:13][C:14]([CH3:16])([CH3:15])[CH3:17])=[O:12])[CH2:19]2)[CH:7]=[CH:6][C:5]=1[Cl:8], predict the reactants needed to synthesize it. The reactants are: Br[C:2]1[CH:7]=[CH:6][C:5]([Cl:8])=[C:4]([Cl:9])[CH:3]=1.[Mg].[C:11]([N:18]1[CH2:22][CH2:21][C:20](=[O:23])[CH2:19]1)([O:13][C:14]([CH3:17])([CH3:16])[CH3:15])=[O:12].[Cl-].[NH4+].